This data is from Full USPTO retrosynthesis dataset with 1.9M reactions from patents (1976-2016). The task is: Predict the reactants needed to synthesize the given product. Given the product [NH:1]1[C:5]2[CH:6]=[CH:7][CH:8]=[CH:9][C:4]=2[N:3]=[C:2]1[N:10]([CH2:21][C:22]1[CH:30]=[CH:29][C:25]([C:26]([NH:39][CH2:38][CH2:37][C:36]([OH:35])=[O:40])=[O:27])=[CH:24][CH:23]=1)[CH:11]1[CH2:16][CH2:15][CH:14]([C:17]([CH3:20])([CH3:18])[CH3:19])[CH2:13][CH2:12]1, predict the reactants needed to synthesize it. The reactants are: [NH:1]1[C:5]2[CH:6]=[CH:7][CH:8]=[CH:9][C:4]=2[N:3]=[C:2]1[N:10]([CH2:21][C:22]1[CH:30]=[CH:29][C:25]([C:26](O)=[O:27])=[CH:24][CH:23]=1)[CH:11]1[CH2:16][CH2:15][CH:14]([C:17]([CH3:20])([CH3:19])[CH3:18])[CH2:13][CH2:12]1.C([O:35][C:36](=[O:40])[CH2:37][CH2:38][NH2:39])(C)(C)C.C1C=CC2N(O)N=NC=2C=1.C(Cl)CCl.CCN(C(C)C)C(C)C.